Dataset: Reaction yield outcomes from USPTO patents with 853,638 reactions. Task: Predict the reaction yield, written as a fraction of the theoretical maximum amount of product (1.0 means a 100% yield; for example, 0.34 means a 34% yield). (1) The reactants are [H-].[Na+].[F:3][C:4]1[CH:5]=[C:6]([CH:11]([OH:16])[C:12]([F:15])([F:14])[F:13])[CH:7]=[CH:8][C:9]=1[F:10].[Cl:17][C:18]1[CH:23]=[C:22](Cl)[N:21]=[CH:20][N:19]=1. The catalyst is C1COCC1. The product is [Cl:17][C:18]1[CH:23]=[C:22]([O:16][CH:11]([C:6]2[CH:7]=[CH:8][C:9]([F:10])=[C:4]([F:3])[CH:5]=2)[C:12]([F:13])([F:14])[F:15])[N:21]=[CH:20][N:19]=1. The yield is 0.700. (2) The reactants are C([O:3][C:4]([CH:6]1[C:15]([CH2:16][NH:17][C@H:18]([C:23]([O:25][CH3:26])=[O:24])[CH2:19][CH:20]([CH3:22])[CH3:21])=[CH:14][C:13]2[C:8](=[C:9]([O:29][CH3:30])[CH:10]=[CH:11][C:12]=2[O:27][CH3:28])[O:7]1)=O)C. The catalyst is C(#N)C. The product is [CH3:26][O:25][C:23](=[O:24])[C@@H:18]([N:17]1[CH2:16][C:15]2[CH2:14][C:13]3[C:12]([O:27][CH3:28])=[CH:11][CH:10]=[C:9]([O:29][CH3:30])[C:8]=3[O:7][C:6]=2[C:4]1=[O:3])[CH2:19][CH:20]([CH3:22])[CH3:21]. The yield is 0.538. (3) The yield is 0.690. The catalyst is O1CCOCC1. The product is [Br:1][C:2]1[N:3]=[C:4]([C:24]2[C:25]([CH:30]=[O:31])=[N:26][CH:27]=[CH:28][CH:29]=2)[N:5]2[C:10]3[CH:11]=[CH:12][N:13]([S:14]([C:17]4[CH:18]=[CH:19][C:20]([CH3:21])=[CH:22][CH:23]=4)(=[O:16])=[O:15])[C:9]=3[N:8]=[CH:7][C:6]=12. The reactants are [Br:1][C:2]1[N:3]=[C:4]([C:24]2[C:25]([CH3:30])=[N:26][CH:27]=[CH:28][CH:29]=2)[N:5]2[C:10]3[CH:11]=[CH:12][N:13]([S:14]([C:17]4[CH:23]=[CH:22][C:20]([CH3:21])=[CH:19][CH:18]=4)(=[O:16])=[O:15])[C:9]=3[N:8]=[CH:7][C:6]=12.[OH2:31]. (4) The reactants are [N+:1]([C:4]1[CH:5]=[C:6]([CH:10]=[C:11]([C:13]2[O:14][C:15]3[C:16]([N:21]=2)=[N:17][CH:18]=[CH:19][CH:20]=3)[CH:12]=1)[C:7](O)=[O:8])([O-:3])=[O:2].CN1CCOCC1.ClC(OCC(C)C)=O.[BH4-].[Na+]. The catalyst is C1COCC1.O. The product is [N+:1]([C:4]1[CH:5]=[C:6]([CH2:7][OH:8])[CH:10]=[C:11]([C:13]2[O:14][C:15]3[C:16]([N:21]=2)=[N:17][CH:18]=[CH:19][CH:20]=3)[CH:12]=1)([O-:3])=[O:2]. The yield is 0.680. (5) The reactants are [CH3:1][C:2]1[CH:11]=[CH:10][C:9]2[C:4](=[CH:5][CH:6]=[CH:7][C:8]=2[N:12]2[CH2:17][CH2:16][N:15]([CH2:18][CH2:19][C:20]3[CH:21]=[C:22]([CH:24]=[CH:25][CH:26]=3)[NH2:23])[CH2:14][CH2:13]2)[N:3]=1.[C:27](Cl)(=[O:30])[CH2:28][CH3:29]. No catalyst specified. The product is [CH3:1][C:2]1[CH:11]=[CH:10][C:9]2[C:4](=[CH:5][CH:6]=[CH:7][C:8]=2[N:12]2[CH2:13][CH2:14][N:15]([CH2:18][CH2:19][C:20]3[CH:21]=[C:22]([NH:23][C:27](=[O:30])[CH2:28][CH3:29])[CH:24]=[CH:25][CH:26]=3)[CH2:16][CH2:17]2)[N:3]=1. The yield is 0.730. (6) The reactants are CN(C)C=O.[H-].[Na+].[Cl:8][C:9]1[CH:14]=[C:13]([O:15][C:16]2[C:25]3[C:20](=[CH:21][C:22]([O:28][CH3:29])=[C:23]([O:26][CH3:27])[CH:24]=3)[N:19]=[CH:18][N:17]=2)[CH:12]=[CH:11][C:10]=1[NH:30][C:31](=[O:39])[O:32][CH:33]1[CH2:38][CH2:37][CH2:36][CH2:35][CH2:34]1.[CH2:40](I)[CH3:41]. The product is [Cl:8][C:9]1[CH:14]=[C:13]([O:15][C:16]2[C:25]3[C:20](=[CH:21][C:22]([O:28][CH3:29])=[C:23]([O:26][CH3:27])[CH:24]=3)[N:19]=[CH:18][N:17]=2)[CH:12]=[CH:11][C:10]=1[N:30]([CH2:40][CH3:41])[C:31](=[O:39])[O:32][CH:33]1[CH2:38][CH2:37][CH2:36][CH2:35][CH2:34]1. The catalyst is O. The yield is 0.880.